The task is: Predict which catalyst facilitates the given reaction.. This data is from Catalyst prediction with 721,799 reactions and 888 catalyst types from USPTO. (1) Reactant: [Br:1][C:2]1[CH:3]=[C:4]([CH:7]=[CH:8][CH:9]=1)[C:5]#[N:6].[C:10](OC)(=[O:18])[C:11]1[C:12](=[CH:14][CH:15]=[CH:16][CH:17]=1)[SH:13].C(N(CC)CC)C. Product: [Br:1][C:2]1[CH:3]=[C:4]([C:5]2[S:13][C:12]3[CH:14]=[CH:15][CH:16]=[CH:17][C:11]=3[C:10](=[O:18])[N:6]=2)[CH:7]=[CH:8][CH:9]=1. The catalyst class is: 11. (2) Reactant: ClC1C=CC(CC2CC3N(CC(N)C)C(CC3)C2)=CC=1.C[O:22][C:23]1[CH:24]=[C:25]([N:33]=[C:34]=[O:35])[CH:26]=[C:27](OC)[C:28]=1OC. Product: [OH:22][CH:23]1[CH2:24][CH:25]2[CH2:26][CH2:27][CH:28]1[C:34](=[O:35])[NH:33]2. The catalyst class is: 2.